This data is from Forward reaction prediction with 1.9M reactions from USPTO patents (1976-2016). The task is: Predict the product of the given reaction. (1) Given the reactants [CH:1]1([C@H:4]([NH:6][C:7]2[N:15]=[C:14]([C:16]([O:18]C)=[O:17])[N:13]=[C:12]3[C:8]=2[N:9]([CH2:27][C:28]2[CH:33]=[CH:32][C:31]([F:34])=[C:30]([C:35]([F:38])([F:37])[F:36])[CH:29]=2)[C:10]([C:20]2[CH:21]=[C:22]([CH3:26])[CH:23]=[CH:24][CH:25]=2)=[N:11]3)[CH3:5])[CH2:3][CH2:2]1.[Li+].[OH-], predict the reaction product. The product is: [CH:1]1([C@H:4]([NH:6][C:7]2[N:15]=[C:14]([C:16]([OH:18])=[O:17])[N:13]=[C:12]3[C:8]=2[N:9]([CH2:27][C:28]2[CH:33]=[CH:32][C:31]([F:34])=[C:30]([C:35]([F:36])([F:37])[F:38])[CH:29]=2)[C:10]([C:20]2[CH:25]=[CH:24][CH:23]=[C:22]([CH3:26])[CH:21]=2)=[N:11]3)[CH3:5])[CH2:3][CH2:2]1. (2) Given the reactants [CH3:1][O:2][C:3](=[O:25])[CH2:4][C:5]1[CH:6]=[C:7]([C:13]2[CH:18]=[CH:17][C:16]([C:19]([F:22])([F:21])[F:20])=[CH:15][C:14]=2[CH:23]=O)[C:8]([O:11][CH3:12])=[CH:9][CH:10]=1.[CH2:26]([NH2:33])[C:27]1[CH:32]=[CH:31][CH:30]=[CH:29][CH:28]=1, predict the reaction product. The product is: [CH3:1][O:2][C:3](=[O:25])[CH2:4][C:5]1[CH:6]=[C:7]([C:13]2[CH:18]=[CH:17][C:16]([C:19]([F:22])([F:21])[F:20])=[CH:15][C:14]=2[CH2:23][NH:33][CH2:26][C:27]2[CH:32]=[CH:31][CH:30]=[CH:29][CH:28]=2)[C:8]([O:11][CH3:12])=[CH:9][CH:10]=1. (3) Given the reactants [CH2:1]([C:3]1[CH:8]=[CH:7][C:6]([C@@H:9]([O:13][C:14]2[CH:15]=[C:16]3[C:20](=[CH:21][CH:22]=2)[N:19]([C:23]2[CH:28]=[CH:27][C:26]([F:29])=[CH:25][CH:24]=2)[N:18]=[CH:17]3)[C@@H:10]([NH2:12])[CH3:11])=[CH:5][CH:4]=1)[CH3:2].[CH3:30][CH:31]([CH3:35])[C:32](Cl)=[O:33], predict the reaction product. The product is: [CH2:1]([C:3]1[CH:4]=[CH:5][C:6]([C@@H:9]([O:13][C:14]2[CH:15]=[C:16]3[C:20](=[CH:21][CH:22]=2)[N:19]([C:23]2[CH:24]=[CH:25][C:26]([F:29])=[CH:27][CH:28]=2)[N:18]=[CH:17]3)[C@@H:10]([NH:12][C:32](=[O:33])[CH:31]([CH3:35])[CH3:30])[CH3:11])=[CH:7][CH:8]=1)[CH3:2]. (4) Given the reactants [CH3:1][N:2]1[C@@H:18]2[CH2:19][C:7]3[CH:8]=[CH:9][C:10]([O:22][CH3:23])=[C:11]4[O:12][C@H:13]5[C:14]([O:20][CH3:21])=[CH:15][CH:16]=[C:17]2[C@:5]5([C:6]=34)[CH2:4][CH2:3]1.C(O)C.C(CN)O, predict the reaction product. The product is: [CH3:1][N:2]1[C@@H:18]2[CH2:19][C:7]3[CH:8]=[CH:9][C:10]([O:22][CH3:23])=[C:11]4[O:12][C@H:13]5[C:14]([O:20][CH3:21])=[CH:15][CH2:16][C@@H:17]2[C@:5]5([C:6]=34)[CH2:4][CH2:3]1. (5) Given the reactants Br[C:2]1[C:15]2[C:10](=[CH:11][CH:12]=[CH:13][CH:14]=2)[C:9]([C:16]2[CH:21]=[CH:20][C:19]([C:22]3[O:23][C:24]4[CH:30]=[CH:29][CH:28]=[CH:27][C:25]=4[N:26]=3)=[CH:18][CH:17]=2)=[C:8]2[C:3]=1[CH:4]=[CH:5][CH:6]=[CH:7]2.[C:31]1([C:41]2[CH:46]=[CH:45][C:44](B(O)O)=[CH:43][CH:42]=2)[C:40]2[C:35](=[CH:36][CH:37]=[CH:38][CH:39]=2)[CH:34]=[CH:33][CH:32]=1.C(=O)([O-])[O-].[Na+].[Na+].C1(C)C=CC=CC=1, predict the reaction product. The product is: [C:31]1([C:41]2[CH:46]=[CH:45][C:44]([C:2]3[C:3]4[C:8](=[CH:7][CH:6]=[CH:5][CH:4]=4)[C:9]([C:16]4[CH:17]=[CH:18][C:19]([C:22]5[O:23][C:24]6[CH:30]=[CH:29][CH:28]=[CH:27][C:25]=6[N:26]=5)=[CH:20][CH:21]=4)=[C:10]4[C:15]=3[CH:14]=[CH:13][CH:12]=[CH:11]4)=[CH:43][CH:42]=2)[C:40]2[C:35](=[CH:36][CH:37]=[CH:38][CH:39]=2)[CH:34]=[CH:33][CH:32]=1. (6) Given the reactants [C:1]([NH:4][C:5]1[S:6][C:7]([C:11]2[N:12]=[C:13]([C:16](Cl)=[O:17])[S:14][CH:15]=2)=[C:8]([CH3:10])[N:9]=1)(=[O:3])[CH3:2].O.Cl.[NH:21]1[CH2:26][CH2:25][C:24](=[O:27])[CH2:23][CH2:22]1.C(N(CC)CC)C, predict the reaction product. The product is: [CH3:10][C:8]1[N:9]=[C:5]([NH:4][C:1](=[O:3])[CH3:2])[S:6][C:7]=1[C:11]1[N:12]=[C:13]([C:16]([N:21]2[CH2:26][CH2:25][C:24](=[O:27])[CH2:23][CH2:22]2)=[O:17])[S:14][CH:15]=1.